Dataset: Full USPTO retrosynthesis dataset with 1.9M reactions from patents (1976-2016). Task: Predict the reactants needed to synthesize the given product. (1) The reactants are: Cl.[Cl:2][C:3]1[CH:4]=[C:5]([N:13]([CH2:23][CH3:24])[C@H:14]2[CH2:19][CH2:18][C@H:17]([N:20]([CH3:22])[CH3:21])[CH2:16][CH2:15]2)[C:6]([CH3:12])=[C:7]([CH:11]=1)[C:8]([OH:10])=[O:9].CCN(C(C)C)C(C)C.CN(C(ON1N=NC2C=CC=NC1=2)=[N+](C)C)C.F[P-](F)(F)(F)(F)F.Cl.Cl.O.[NH2:61][CH2:62][C:63]1[C:64](=[O:69])[NH:65][NH:66][C:67]=1[CH3:68]. Given the product [CH:8]([OH:10])=[O:9].[Cl:2][C:3]1[CH:4]=[C:5]([N:13]([CH2:23][CH3:24])[C@H:14]2[CH2:15][CH2:16][C@H:17]([N:20]([CH3:22])[CH3:21])[CH2:18][CH2:19]2)[C:6]([CH3:12])=[C:7]([CH:11]=1)[C:8]([NH:61][CH2:62][C:63]1[C:64](=[O:69])[NH:65][NH:66][C:67]=1[CH3:68])=[O:10], predict the reactants needed to synthesize it. (2) Given the product [CH3:1][O:2][C:3]1[CH:15]=[CH:14][C:13]2[C:12]3[C:7](=[CH:8][C:9]([O:16][CH3:17])=[CH:10][CH:11]=3)[C:6](=[CH:18][C:19]([NH:21][CH2:22][CH2:23][CH2:24][CH2:25][CH2:26][C:27]([NH:48][C:47]3[CH:46]=[CH:45][CH:44]=[CH:43][C:51]=3[NH2:50])=[O:28])=[O:20])[C:5]=2[CH:4]=1, predict the reactants needed to synthesize it. The reactants are: [CH3:1][O:2][C:3]1[CH:15]=[CH:14][C:13]2[C:12]3[C:7](=[CH:8][C:9]([O:16][CH3:17])=[CH:10][CH:11]=3)[C:6](=[CH:18][C:19]([NH:21][CH2:22][CH2:23][CH2:24][CH2:25][CH2:26][C:27](O)=[O:28])=[O:20])[C:5]=2[CH:4]=1.Cl.C(N=C=NCCCN(C)C)C.O[C:43]1[C:51]2[N:50]=N[NH:48][C:47]=2[CH:46]=[CH:45][CH:44]=1.C(N(CC)CC)C.C1(N)C=CC=CC=1N. (3) Given the product [CH3:18][C:15]12[CH2:17][CH:11]([N:10]([C:8]([C:5]3[CH:4]=[CH:3][C:2]([NH:1][C:21](=[O:28])[C:22]4[CH:27]=[CH:26][N:25]=[CH:24][CH:23]=4)=[CH:7][CH:6]=3)=[O:9])[CH2:16]1)[CH2:12][C:13]([CH3:20])([CH3:19])[CH2:14]2, predict the reactants needed to synthesize it. The reactants are: [NH2:1][C:2]1[CH:7]=[CH:6][C:5]([C:8]([N:10]2[CH2:16][C:15]3([CH3:18])[CH2:17][CH:11]2[CH2:12][C:13]([CH3:20])([CH3:19])[CH2:14]3)=[O:9])=[CH:4][CH:3]=1.[C:21](Cl)(=[O:28])[C:22]1[CH:27]=[CH:26][N:25]=[CH:24][CH:23]=1. (4) The reactants are: C(Cl)(=O)C([Cl:4])=O.[O:7]1[C:11]2[CH:12]=[CH:13][CH:14]=[CH:15][C:10]=2[CH:9]=[C:8]1[C:16]([NH:18][C:19]1[CH:24]=[CH:23][C:22]([C:25]2[CH:30]=[CH:29][C:28]([S:31]([OH:34])(=O)=[O:32])=[CH:27][CH:26]=2)=[CH:21][CH:20]=1)=[O:17]. Given the product [O:7]1[C:11]2[CH:12]=[CH:13][CH:14]=[CH:15][C:10]=2[CH:9]=[C:8]1[C:16]([NH:18][C:19]1[CH:24]=[CH:23][C:22]([C:25]2[CH:30]=[CH:29][C:28]([S:31]([Cl:4])(=[O:34])=[O:32])=[CH:27][CH:26]=2)=[CH:21][CH:20]=1)=[O:17], predict the reactants needed to synthesize it. (5) The reactants are: Br[C:2]1[CH:7]=[CH:6][CH:5]=[C:4](Br)[N:3]=1.[NH2:9][CH2:10][CH2:11][NH2:12].[CH3:13][O:14][C:15]1[CH:20]=[CH:19][CH:18]=[CH:17][C:16]=1B(O)O. Given the product [CH3:13][O:14][C:15]1[CH:20]=[CH:19][CH:18]=[CH:17][C:16]=1[C:4]1[N:3]=[C:2]([NH:9][CH2:10][CH2:11][NH:12][CH2:16][C:15]([N:9]2[CH2:19][CH2:18][CH2:17][C@H:10]2[C:11]#[N:12])=[O:14])[CH:7]=[CH:6][CH:5]=1, predict the reactants needed to synthesize it. (6) Given the product [Cl:1][C:2]1[CH:3]=[CH:4][CH:5]=[C:6]2[C:11]=1[N:10]=[C:9]([CH:12]([OH:31])[CH2:13][OH:35])[C:8]([C@@H:14]([N:16]1[C:24](=[O:25])[C:23]3[C:18](=[CH:19][CH:20]=[CH:21][CH:22]=3)[C:17]1=[O:26])[CH3:15])=[CH:7]2, predict the reactants needed to synthesize it. The reactants are: [Cl:1][C:2]1[CH:3]=[CH:4][CH:5]=[C:6]2[C:11]=1[N:10]=[C:9]([CH:12]=[CH2:13])[C:8]([C@@H:14]([N:16]1[C:24](=[O:25])[C:23]3[C:18](=[CH:19][CH:20]=[CH:21][CH:22]=3)[C:17]1=[O:26])[CH3:15])=[CH:7]2.C[N+]1([O-])CC[O:31]CC1.[OH2:35]. (7) Given the product [Br:1][C:2]1[C:3]2[N:4]([C:15](=[O:18])[N:16]([CH2:26][C:27]3[CH:28]=[N:29][C:30]([C:33]([F:36])([F:34])[F:35])=[CH:31][CH:32]=3)[N:17]=2)[CH:5]=[CH:6][C:7]=1[C:8]1[CH:9]=[CH:10][C:11]([Cl:14])=[CH:12][CH:13]=1, predict the reactants needed to synthesize it. The reactants are: [Br:1][C:2]1[C:3]2[N:4]([C:15](=[O:18])[NH:16][N:17]=2)[CH:5]=[CH:6][C:7]=1[C:8]1[CH:13]=[CH:12][C:11]([Cl:14])=[CH:10][CH:9]=1.C([O-])([O-])=O.[K+].[K+].Cl[CH2:26][C:27]1[CH:28]=[N:29][C:30]([C:33]([F:36])([F:35])[F:34])=[CH:31][CH:32]=1.